This data is from Full USPTO retrosynthesis dataset with 1.9M reactions from patents (1976-2016). The task is: Predict the reactants needed to synthesize the given product. (1) Given the product [CH:1]1([C:7]2([CH3:15])[N:11]([CH3:12])[C:10](=[O:13])[N:9]([CH2:20][C:21](=[O:22])[C:23]3[CH:24]=[N:25][CH:26]=[CH:27][CH:28]=3)[C:8]2=[O:14])[CH2:6][CH2:5][CH2:4][CH:3]=[CH:2]1, predict the reactants needed to synthesize it. The reactants are: [CH:1]1([C:7]2([CH3:15])[N:11]([CH3:12])[C:10](=[O:13])[NH:9][C:8]2=[O:14])[CH2:6][CH2:5][CH2:4][CH:3]=[CH:2]1.[H-].[Na+].Br.Br[CH2:20][C:21]([C:23]1[CH:24]=[N:25][CH:26]=[CH:27][CH:28]=1)=[O:22]. (2) The reactants are: [O:1]1[C:5]2([CH2:10][CH2:9][CH:8]([C:11](OCC)=[O:12])[CH2:7][CH2:6]2)[O:4][CH2:3][CH2:2]1.[BH4-].[Li+]. Given the product [O:1]1[C:5]2([CH2:10][CH2:9][CH:8]([CH2:11][OH:12])[CH2:7][CH2:6]2)[O:4][CH2:3][CH2:2]1, predict the reactants needed to synthesize it. (3) Given the product [F:23][C:24]1[CH:25]=[C:26]([C:2]2[N:3]=[C:4]([O:11][C:12]3[CH:13]=[CH:14][C:15]([CH2:18][C:19]([OH:21])=[O:20])=[CH:16][CH:17]=3)[C:5]3[CH2:10][CH2:9][CH2:8][C:6]=3[N:7]=2)[CH:27]=[C:28]([F:32])[C:29]=1[O:30][CH3:31], predict the reactants needed to synthesize it. The reactants are: Cl[C:2]1[N:3]=[C:4]([O:11][C:12]2[CH:17]=[CH:16][C:15]([CH2:18][C:19]([O:21]C)=[O:20])=[CH:14][CH:13]=2)[C:5]2[CH2:10][CH2:9][CH2:8][C:6]=2[N:7]=1.[F:23][C:24]1[CH:25]=[C:26](B(O)O)[CH:27]=[C:28]([F:32])[C:29]=1[O:30][CH3:31]. (4) Given the product [CH2:1]=[CH:2][CH2:3][NH3+:4].[CH2:5]1[O:7][CH:6]1[CH2:8][Cl:9].[C:5]([O-:7])([OH:13])=[O:11].[C:5](=[O:7])([OH:13])[O-:11], predict the reactants needed to synthesize it. The reactants are: [CH2:1]=[CH:2][CH2:3][NH2:4].[CH2:5]1[O:7][CH:6]1[CH2:8][Cl:9].Cl.[OH-:11].[Na+].[OH2:13].